The task is: Predict which catalyst facilitates the given reaction.. This data is from Catalyst prediction with 721,799 reactions and 888 catalyst types from USPTO. The catalyst class is: 120. Product: [F:17][C:2]1([F:1])[O:6][C:5]2[CH:7]=[CH:8][C:9]([C:11]3([C:14]([NH:22][C:23]4[CH:28]=[C:27]([C:29]5[CH:30]=[C:31]([CH:39]=[CH:40][CH:41]=5)[C:32]([O:34][C:35]([CH3:37])([CH3:38])[CH3:36])=[O:33])[C:26]([CH3:42])=[CH:25][N:24]=4)=[O:16])[CH2:12][CH2:13]3)=[CH:10][C:4]=2[O:3]1. Reactant: [F:1][C:2]1([F:17])[O:6][C:5]2[CH:7]=[CH:8][C:9]([C:11]3([C:14]([OH:16])=O)[CH2:13][CH2:12]3)=[CH:10][C:4]=2[O:3]1.S(Cl)(Cl)=O.[NH2:22][C:23]1[CH:28]=[C:27]([C:29]2[CH:30]=[C:31]([CH:39]=[CH:40][CH:41]=2)[C:32]([O:34][C:35]([CH3:38])([CH3:37])[CH3:36])=[O:33])[C:26]([CH3:42])=[CH:25][N:24]=1.C(N(CC)CC)C.